Dataset: Full USPTO retrosynthesis dataset with 1.9M reactions from patents (1976-2016). Task: Predict the reactants needed to synthesize the given product. (1) Given the product [CH3:1][C:2]([CH3:26])([CH3:27])[C:3]#[C:4][C:5]1[S:9][C:8]([C:10]([O:12][CH3:28])=[O:11])=[C:7]([N:13]([CH:23]([CH3:24])[CH3:25])[C:14]([C@H:16]2[CH2:21][CH2:20][C:19]([CH3:22])=[CH:18][CH2:17]2)=[O:15])[CH:6]=1, predict the reactants needed to synthesize it. The reactants are: [CH3:1][C:2]([CH3:27])([CH3:26])[C:3]#[C:4][C:5]1[S:9][C:8]([C:10]([OH:12])=[O:11])=[C:7]([N:13]([CH:23]([CH3:25])[CH3:24])[C:14]([C@H:16]2[CH2:21][CH2:20][C:19]([CH3:22])=[CH:18][CH2:17]2)=[O:15])[CH:6]=1.[CH3:28]C(C)(C)C#CC1SC(C(OC)=O)=C(NC(C)C)C=1.[O-]P([O-])([O-])=O.[K+].[K+].[K+].CCOC(C)=O. (2) Given the product [Cl:1][C:2]1[CH:7]=[CH:6][C:5]([C:8]2[CH:13]=[CH:12][CH:11]=[C:10]([O:14][S:31]([C:30]([F:43])([F:42])[F:29])(=[O:33])=[O:32])[C:9]=2[CH2:15][N:16]2[CH2:17][CH2:18][N:19]([C:22]([O:24][C:25]([CH3:28])([CH3:27])[CH3:26])=[O:23])[CH2:20][CH2:21]2)=[CH:4][CH:3]=1, predict the reactants needed to synthesize it. The reactants are: [Cl:1][C:2]1[CH:7]=[CH:6][C:5]([C:8]2[CH:13]=[CH:12][CH:11]=[C:10]([OH:14])[C:9]=2[CH2:15][N:16]2[CH2:21][CH2:20][N:19]([C:22]([O:24][C:25]([CH3:28])([CH3:27])[CH3:26])=[O:23])[CH2:18][CH2:17]2)=[CH:4][CH:3]=1.[F:29][C:30]([F:43])([F:42])[S:31](O[S:31]([C:30]([F:43])([F:42])[F:29])(=[O:33])=[O:32])(=[O:33])=[O:32].